Dataset: Reaction yield outcomes from USPTO patents with 853,638 reactions. Task: Predict the reaction yield, written as a fraction of the theoretical maximum amount of product (1.0 means a 100% yield; for example, 0.34 means a 34% yield). (1) The reactants are [Cl:1][C:2]1[CH:3]=[C:4]2[C:8](=[CH:9][CH:10]=1)[C:7](=O)[CH2:6][C:5]2([CH3:13])[CH3:12].[C:14]1([C@H:20]([CH2:22][OH:23])[NH2:21])[CH:19]=[CH:18][CH:17]=[CH:16][CH:15]=1.C(O)(=O)C.[BH4-].[Na+]. The catalyst is C1(C)C=CC=CC=1.O.C1(C)C=CC(S(O)(=O)=O)=CC=1. The product is [Cl:1][C:2]1[CH:3]=[C:4]2[C:8](=[CH:9][CH:10]=1)[C@@H:7]([NH:21][C@H:20]([C:14]1[CH:19]=[CH:18][CH:17]=[CH:16][CH:15]=1)[CH2:22][OH:23])[CH2:6][C:5]2([CH3:13])[CH3:12]. The yield is 0.900. (2) The reactants are [OH:1][C:2]1[CH:15]=[CH:14][C:5]2[C@H:6]([CH2:9][C:10]([O:12][CH3:13])=[O:11])[CH2:7][O:8][C:4]=2[CH:3]=1.[CH2:16]([C:18]1[CH:23]=[C:22]([O:24][CH2:25][CH2:26][CH2:27][S:28]([CH3:31])(=[O:30])=[O:29])[CH:21]=[C:20]([CH2:32][CH3:33])[C:19]=1[C:34]1[CH:39]=[CH:38][CH:37]=[C:36]([CH2:40]O)[CH:35]=1)[CH3:17].C(P(CCCC)CCCC)CCC.N(C(N1CCCCC1)=O)=NC(N1CCCCC1)=O. The catalyst is C1(C)C=CC=CC=1.CCCCCC. The product is [CH2:32]([C:20]1[CH:21]=[C:22]([O:24][CH2:25][CH2:26][CH2:27][S:28]([CH3:31])(=[O:30])=[O:29])[CH:23]=[C:18]([CH2:16][CH3:17])[C:19]=1[C:34]1[CH:39]=[CH:38][CH:37]=[C:36]([CH2:40][O:1][C:2]2[CH:15]=[CH:14][C:5]3[C@H:6]([CH2:9][C:10]([O:12][CH3:13])=[O:11])[CH2:7][O:8][C:4]=3[CH:3]=2)[CH:35]=1)[CH3:33]. The yield is 0.930. (3) The reactants are FC(F)(F)S(O[C:7]1[CH:12]=[CH:11][C:10]([N:13]2[CH:18]=[C:17]([O:19][CH3:20])[C:16](=[O:21])[C:15]([C:22]3[N:26]([C:27]4[CH:32]=[CH:31][CH:30]=[CH:29][CH:28]=4)[N:25]=[CH:24][CH:23]=3)=[N:14]2)=[C:9]([F:33])[CH:8]=1)(=O)=O.Cl.[F:37][C:38]1([F:44])[CH2:43][CH2:42][NH:41][CH2:40][CH2:39]1.CC1(C)C2C(=C(P(C3C=CC=CC=3)C3C=CC=CC=3)C=CC=2)OC2C(P(C3C=CC=CC=3)C3C=CC=CC=3)=CC=CC1=2.CC([O-])(C)C.[Na+]. The catalyst is O1CCOCC1.C1C=CC(/C=C/C(/C=C/C2C=CC=CC=2)=O)=CC=1.C1C=CC(/C=C/C(/C=C/C2C=CC=CC=2)=O)=CC=1.C1C=CC(/C=C/C(/C=C/C2C=CC=CC=2)=O)=CC=1.[Pd].[Pd].O. The product is [F:37][C:38]1([F:44])[CH2:43][CH2:42][N:41]([C:7]2[CH:12]=[CH:11][C:10]([N:13]3[CH:18]=[C:17]([O:19][CH3:20])[C:16](=[O:21])[C:15]([C:22]4[N:26]([C:27]5[CH:28]=[CH:29][CH:30]=[CH:31][CH:32]=5)[N:25]=[CH:24][CH:23]=4)=[N:14]3)=[C:9]([F:33])[CH:8]=2)[CH2:40][CH2:39]1. The yield is 0.250.